From a dataset of NCI-60 drug combinations with 297,098 pairs across 59 cell lines. Regression. Given two drug SMILES strings and cell line genomic features, predict the synergy score measuring deviation from expected non-interaction effect. (1) Drug 1: C1CC(=O)NC(=O)C1N2CC3=C(C2=O)C=CC=C3N. Drug 2: C1CNP(=O)(OC1)N(CCCl)CCCl. Cell line: SK-MEL-2. Synergy scores: CSS=-0.298, Synergy_ZIP=-0.425, Synergy_Bliss=-1.48, Synergy_Loewe=-1.58, Synergy_HSA=-1.89. (2) Drug 1: CN1CCC(CC1)COC2=C(C=C3C(=C2)N=CN=C3NC4=C(C=C(C=C4)Br)F)OC. Drug 2: CCC1(CC2CC(C3=C(CCN(C2)C1)C4=CC=CC=C4N3)(C5=C(C=C6C(=C5)C78CCN9C7C(C=CC9)(C(C(C8N6C)(C(=O)OC)O)OC(=O)C)CC)OC)C(=O)OC)O.OS(=O)(=O)O. Cell line: SNB-75. Synergy scores: CSS=34.9, Synergy_ZIP=1.25, Synergy_Bliss=4.02, Synergy_Loewe=-9.39, Synergy_HSA=5.12. (3) Drug 1: C1CC(=O)NC(=O)C1N2C(=O)C3=CC=CC=C3C2=O. Drug 2: COC1=C2C(=CC3=C1OC=C3)C=CC(=O)O2. Cell line: COLO 205. Synergy scores: CSS=8.41, Synergy_ZIP=-4.63, Synergy_Bliss=0.451, Synergy_Loewe=-1.66, Synergy_HSA=-0.637. (4) Drug 1: C1CC(=O)NC(=O)C1N2CC3=C(C2=O)C=CC=C3N. Drug 2: C1=CC=C(C=C1)NC(=O)CCCCCCC(=O)NO. Cell line: MOLT-4. Synergy scores: CSS=43.1, Synergy_ZIP=1.56, Synergy_Bliss=0.847, Synergy_Loewe=-32.7, Synergy_HSA=-2.16. (5) Drug 1: CCC1(CC2CC(C3=C(CCN(C2)C1)C4=CC=CC=C4N3)(C5=C(C=C6C(=C5)C78CCN9C7C(C=CC9)(C(C(C8N6C=O)(C(=O)OC)O)OC(=O)C)CC)OC)C(=O)OC)O.OS(=O)(=O)O. Drug 2: C1C(C(OC1N2C=NC3=C2NC=NCC3O)CO)O. Cell line: SR. Synergy scores: CSS=50.2, Synergy_ZIP=-0.786, Synergy_Bliss=-1.76, Synergy_Loewe=-42.9, Synergy_HSA=-2.67. (6) Drug 1: CC1C(C(CC(O1)OC2CC(CC3=C2C(=C4C(=C3O)C(=O)C5=C(C4=O)C(=CC=C5)OC)O)(C(=O)C)O)N)O.Cl. Drug 2: C1=CC=C(C(=C1)C(C2=CC=C(C=C2)Cl)C(Cl)Cl)Cl. Cell line: EKVX. Synergy scores: CSS=9.82, Synergy_ZIP=1.01, Synergy_Bliss=4.10, Synergy_Loewe=-0.860, Synergy_HSA=4.19.